Task: Predict which catalyst facilitates the given reaction.. Dataset: Catalyst prediction with 721,799 reactions and 888 catalyst types from USPTO (1) Reactant: [Cl:1][C:2]1[CH:10]=[C:9]2[C:5]([C:6]([C:11]([N:13]3[CH2:18][CH2:17][CH:16]([C:19]4[CH:24]=[CH:23][CH:22]=[CH:21][C:20]=4[O:25][CH3:26])[CH2:15][CH2:14]3)=[O:12])=[CH:7][NH:8]2)=[CH:4][CH:3]=1.[H-].[Na+].[CH3:29][S:30](Cl)(=[O:32])=[O:31]. Product: [Cl:1][C:2]1[CH:10]=[C:9]2[C:5]([C:6]([C:11]([N:13]3[CH2:18][CH2:17][CH:16]([C:19]4[CH:24]=[CH:23][CH:22]=[CH:21][C:20]=4[O:25][CH3:26])[CH2:15][CH2:14]3)=[O:12])=[CH:7][N:8]2[S:30]([CH3:29])(=[O:32])=[O:31])=[CH:4][CH:3]=1. The catalyst class is: 9. (2) Reactant: [CH:1]([C:3]1[NH:4][CH:5]=[CH:6][N:7]=1)=[O:2].[C:8]([O:11][CH2:12][CH2:13]Br)(=[O:10])[CH3:9].C(=O)([O-])[O-].[K+].[K+]. Product: [CH:1]([C:3]1[N:4]([CH2:9][C:8]([O:11][CH2:12][CH3:13])=[O:10])[CH:5]=[CH:6][N:7]=1)=[O:2]. The catalyst class is: 3. (3) Reactant: Cl.[F:2][C:3]([F:15])([F:14])[C:4]1[CH:13]=[C:12]2[C:7]([CH2:8][CH2:9][NH:10][CH2:11]2)=[CH:6][CH:5]=1.[O:16]=[C:17]1[C:21]([C:28]2[CH:33]=[CH:32][CH:31]=[CH:30][CH:29]=2)([C:22]2[CH:27]=[CH:26][CH:25]=[CH:24][CH:23]=2)[CH2:20][CH2:19][N:18]1[CH2:34][CH:35]=O.C([BH3-])#N.[Na+]. Product: [C:28]1([C:21]2([C:22]3[CH:23]=[CH:24][CH:25]=[CH:26][CH:27]=3)[CH2:20][CH2:19][N:18]([CH2:34][CH2:35][N:10]3[CH2:9][CH2:8][C:7]4[C:12](=[CH:13][C:4]([C:3]([F:2])([F:14])[F:15])=[CH:5][CH:6]=4)[CH2:11]3)[C:17]2=[O:16])[CH:33]=[CH:32][CH:31]=[CH:30][CH:29]=1. The catalyst class is: 5. (4) Product: [NH2:22][C:21]1[CH:16]=[CH:17][C:18]([O:23][C:2]2[CH:3]=[CH:4][C:5]([N+:13]([O-:15])=[O:14])=[C:6]([CH2:8][C:9]([O:11][CH3:12])=[O:10])[CH:7]=2)=[CH:19][CH:20]=1. Reactant: F[C:2]1[CH:3]=[CH:4][C:5]([N+:13]([O-:15])=[O:14])=[C:6]([CH2:8][C:9]([O:11][CH3:12])=[O:10])[CH:7]=1.[CH:16]1[C:21]([NH2:22])=[CH:20][CH:19]=[C:18]([OH:23])[CH:17]=1.OS(O)(=O)=O.C([O-])([O-])=O.[K+].[K+].C1OCCOCCOCCOCCOCCOC1. The catalyst class is: 3. (5) Reactant: [H-].[Na+].[F:3][C:4]1[CH:19]=[CH:18][C:7]2[C:8]([C:11]3[CH:12]=[C:13]([OH:17])[CH:14]=[CH:15][CH:16]=3)=[N:9][O:10][C:6]=2[CH:5]=1.CC1C=CC(S(O[CH2:31][C@H:32]2[O:34][CH2:33]2)(=O)=O)=CC=1. Product: [F:3][C:4]1[CH:19]=[CH:18][C:7]2[C:8]([C:11]3[CH:16]=[CH:15][CH:14]=[C:13]([O:17][CH2:31][C@@H:32]4[CH2:33][O:34]4)[CH:12]=3)=[N:9][O:10][C:6]=2[CH:5]=1. The catalyst class is: 9. (6) Reactant: [O:1]1[CH:6]2[CH:2]1[CH2:3][N:4]([C:7]([O:9][CH2:10][C:11]1[CH:16]=[CH:15][CH:14]=[CH:13][CH:12]=1)=[O:8])[CH2:5]2.S(C)C.[C:20]1([Mg]Br)[CH:25]=[CH:24][CH:23]=[CH:22][CH:21]=1. Product: [OH:1][C@H:6]1[C@H:2]([C:20]2[CH:25]=[CH:24][CH:23]=[CH:22][CH:21]=2)[CH2:3][N:4]([C:7]([O:9][CH2:10][C:11]2[CH:16]=[CH:15][CH:14]=[CH:13][CH:12]=2)=[O:8])[CH2:5]1. The catalyst class is: 1. (7) Reactant: [CH:1](=O)[CH2:2][CH2:3][CH2:4][CH2:5][CH2:6][CH2:7][CH3:8].[N:10]1([C:20]([O:22][C:23]([CH3:26])([CH3:25])[CH3:24])=[O:21])[CH2:15][CH2:14][NH:13][CH2:12][CH:11]1[C:16]([O:18][CH3:19])=[O:17].CC(O)=O.[BH3-]C#N.[Na+]. Product: [CH2:1]([N:13]1[CH2:14][CH2:15][N:10]([C:20]([O:22][C:23]([CH3:24])([CH3:25])[CH3:26])=[O:21])[CH:11]([C:16]([O:18][CH3:19])=[O:17])[CH2:12]1)[CH2:2][CH2:3][CH2:4][CH2:5][CH2:6][CH2:7][CH3:8]. The catalyst class is: 34.